Dataset: Full USPTO retrosynthesis dataset with 1.9M reactions from patents (1976-2016). Task: Predict the reactants needed to synthesize the given product. Given the product [CH2:14]([O:16][C:17]([CH2:18][CH:9]1[CH2:5][CH2:4][N:3]([C:2]2[C:10]([N+:11]([O-:13])=[O:12])=[CH:9][C:5]([C:6]([OH:8])=[O:7])=[CH:4][N:3]=2)[CH2:2][CH2:10]1)=[O:25])[CH3:15], predict the reactants needed to synthesize it. The reactants are: Cl[C:2]1[C:10]([N+:11]([O-:13])=[O:12])=[CH:9][C:5]([C:6]([OH:8])=[O:7])=[CH:4][N:3]=1.[CH2:14]([O:16][C:17](=[O:25])[CH2:18]N1CCNCC1)[CH3:15].O.Cl.